From a dataset of Forward reaction prediction with 1.9M reactions from USPTO patents (1976-2016). Predict the product of the given reaction. (1) Given the reactants [F:1][C:2]([F:24])([F:23])[C:3]([F:22])([C:11]1[CH:17]=[CH:16][C:14]([NH2:15])=[C:13]([C:18]([F:21])([F:20])[F:19])[CH:12]=1)[C:4]([F:10])([F:9])[C:5]([F:8])([F:7])[F:6].S(=O)(=O)(O)O.[I:30]N1C(=O)CCC1=O.[OH-].[Na+], predict the reaction product. The product is: [I:30][C:16]1[CH:17]=[C:11]([C:3]([F:22])([C:4]([F:10])([F:9])[C:5]([F:8])([F:7])[F:6])[C:2]([F:23])([F:24])[F:1])[CH:12]=[C:13]([C:18]([F:19])([F:20])[F:21])[C:14]=1[NH2:15]. (2) The product is: [CH3:15][C:14]1[N:13]=[C:12]([NH:16][C:17](=[O:19])[CH3:18])[CH:11]=[CH:10][C:9]=1[O:8][C:6]1[CH:5]=[CH:4][N:3]=[C:2]([C:30]2[CH:29]=[N:28][N:27]([CH3:26])[CH:31]=2)[CH:7]=1. Given the reactants Cl[C:2]1[CH:7]=[C:6]([O:8][C:9]2[CH:10]=[CH:11][C:12]([NH:16][C:17](=[O:19])[CH3:18])=[N:13][C:14]=2[CH3:15])[CH:5]=[CH:4][N:3]=1.C([O-])([O-])=O.[K+].[K+].[CH3:26][N:27]1[CH:31]=[C:30](B2OC(C)(C)C(C)(C)O2)[CH:29]=[N:28]1, predict the reaction product. (3) Given the reactants C[O:2][C:3]1[CH:4]=[C:5]2[C:9](=[CH:10][CH:11]=1)[C@H:8]([CH2:12][C:13]([O:15][CH2:16][CH3:17])=[O:14])[CH2:7][CH2:6]2.[Al+3].[Cl-].[Cl-].[Cl-].CCS, predict the reaction product. The product is: [OH:2][C:3]1[CH:4]=[C:5]2[C:9](=[CH:10][CH:11]=1)[C@H:8]([CH2:12][C:13]([O:15][CH2:16][CH3:17])=[O:14])[CH2:7][CH2:6]2. (4) Given the reactants Cl[C:2]1[N:7]=[C:6]([NH:8][C:9]2[CH:14]=[CH:13][CH:12]=[C:11]([CH3:15])[CH:10]=2)[C:5]([C:16]([NH2:18])=[O:17])=[CH:4][N:3]=1.[NH2:19][C:20]1(OCC)[CH:25]=[CH:24][C:23](O)=[CH:22][CH2:21]1.C(N(C(C)C)CC)(C)C.CN1[C:44](=[O:45])[CH2:43]CC1, predict the reaction product. The product is: [OH:45][CH2:44][CH2:43][C:23]1[CH:22]=[CH:21][C:20]([NH:19][C:2]2[N:7]=[C:6]([NH:8][C:9]3[CH:14]=[CH:13][CH:12]=[C:11]([CH3:15])[CH:10]=3)[C:5]([C:16]([NH2:18])=[O:17])=[CH:4][N:3]=2)=[CH:25][CH:24]=1. (5) Given the reactants [NH2:1][C:2]1[C:15]2[C:6](=[CH:7][C:8]3[C:9]4[C:14]=2[C:13](=[O:16])[N:12]([CH2:17][CH2:18][N:19]([CH3:21])[CH3:20])[C:11](=[O:22])[C:10]=4[CH:23]=[CH:24][CH:25]=3)[CH:5]=[CH:4][CH:3]=1.[N:26]1[CH:31]=[CH:30][CH:29]=[C:28]([N:32]=[C:33]=[S:34])[CH:27]=1, predict the reaction product. The product is: [CH3:21][N:19]([CH3:20])[CH2:18][CH2:17][N:12]1[C:11](=[O:22])[C:10]2[CH:23]=[CH:24][CH:25]=[C:8]3[C:9]=2[C:14](=[C:15]2[C:2]([NH:1][C:33]([NH:32][C:28]4[CH:27]=[N:26][CH:31]=[CH:30][CH:29]=4)=[S:34])=[CH:3][CH:4]=[CH:5][C:6]2=[CH:7]3)[C:13]1=[O:16]. (6) Given the reactants [C:1]([O:5][C:6](=[O:22])[NH:7][C:8]1[CH:13]=[CH:12][C:11]([C:14]2[CH:19]=[CH:18][CH:17]=[CH:16][C:15]=2[F:20])=[CH:10][C:9]=1[NH2:21])([CH3:4])([CH3:3])[CH3:2].C([O:27][C:28](=O)[CH2:29][C:30]([C:32]1[CH:37]=[CH:36][CH:35]=[C:34]([C:38]2[O:42][N:41]=[C:40]([CH3:43])[CH:39]=2)[CH:33]=1)=[O:31])(C)(C)C, predict the reaction product. The product is: [C:1]([O:5][C:6](=[O:22])[NH:7][C:8]1[CH:13]=[CH:12][C:11]([C:14]2[CH:19]=[CH:18][CH:17]=[CH:16][C:15]=2[F:20])=[CH:10][C:9]=1[NH:21][C:28](=[O:27])[CH2:29][C:30]([C:32]1[CH:37]=[CH:36][CH:35]=[C:34]([C:38]2[O:42][N:41]=[C:40]([CH3:43])[CH:39]=2)[CH:33]=1)=[O:31])([CH3:4])([CH3:2])[CH3:3]. (7) Given the reactants [H-].C([Al+]CC(C)C)C(C)C.[Cl:11][C:12]1[C:17]([O:18][CH2:19][CH3:20])=[C:16]([C:21](OC)=[O:22])[CH:15]=[C:14]([CH:25]2[CH2:27][CH2:26]2)[C:13]=1[C:28]1[CH:33]=[CH:32][C:31]([F:34])=[CH:30][CH:29]=1.O.O.O.O.O.O.O.O.O.O.S([O-])([O-])(=O)=O.[Na+].[Na+], predict the reaction product. The product is: [Cl:11][C:12]1[C:17]([O:18][CH2:19][CH3:20])=[C:16]([CH:21]=[O:22])[CH:15]=[C:14]([CH:25]2[CH2:27][CH2:26]2)[C:13]=1[C:28]1[CH:29]=[CH:30][C:31]([F:34])=[CH:32][CH:33]=1.